This data is from Forward reaction prediction with 1.9M reactions from USPTO patents (1976-2016). The task is: Predict the product of the given reaction. Given the reactants Cl.C(N=C=NCCCN(C)C)C.[O:13]=[C:14]1[N:19]([C:20]2[CH:25]=[CH:24][C:23]([O:26][CH2:27][C:28]([F:31])([F:30])[F:29])=[CH:22][CH:21]=2)[C:18]([S:32][CH2:33][CH2:34][CH2:35][C:36](O)=[O:37])=[N:17][C:16]2[CH:39]=[CH:40][NH:41][C:15]1=2.[NH:42]1[CH2:47][CH2:46][CH:45]([OH:48])[CH2:44][CH2:43]1.ON1C2C=CC=CC=2N=N1, predict the reaction product. The product is: [OH:48][CH:45]1[CH2:46][CH2:47][N:42]([C:36](=[O:37])[CH2:35][CH2:34][CH2:33][S:32][C:18]2[N:19]([C:20]3[CH:21]=[CH:22][C:23]([O:26][CH2:27][C:28]([F:31])([F:29])[F:30])=[CH:24][CH:25]=3)[C:14](=[O:13])[C:15]3[NH:41][CH:40]=[CH:39][C:16]=3[N:17]=2)[CH2:43][CH2:44]1.